This data is from Experimentally validated miRNA-target interactions with 360,000+ pairs, plus equal number of negative samples. The task is: Binary Classification. Given a miRNA mature sequence and a target amino acid sequence, predict their likelihood of interaction. (1) The miRNA is hsa-miR-4782-5p with sequence UUCUGGAUAUGAAGACAAUCAA. The protein sequence of the target gene is MARPGPGVLGAPRLAPRLLLWLLLLLLQWPESAGAQAGPRAPCAAACTCAGDSLDCSGRGLATLPRDLPSWTRSLNLSYNRLSEIDSAAFEDLTNLQEVYLNSNELTAIPSLGAASIGVVSLFLQHNKILSVDGSQLKSYLSLEVLDLSSNNITEIRSSCFPNGLRIRELNLASNRISILESGAFDGLSRSLLTLRLSKNRITQLPVKAFKLPRLTQLDLNRNRIRLIEGLTFQGLDSLEVLRLQRNNISRLTDGAFWGLSKMHVLHLEYNSLVEVNSGSLYGLTALHQLHLSNNSISRI.... Result: 0 (no interaction). (2) The miRNA is mmu-miR-218-5p with sequence UUGUGCUUGAUCUAACCAUGU. The protein sequence of the target gene is MLRYLLKTLLQMNLFADSLAGDISNSSELLLGFNSSLAALNHTLLPPGDPSLNGSRVGPEDAMPRIVEQPPDLLVSRGEPATLPCRAEGRPRPNIEWYKNGARVATVREDPRAHRLLLPSGALFFPRIVHGRRARPDEGVYTCVARNYLGAAASRNASLEVAVLRDDFRQSPGNVVVAVGEPAVLECVPPRGHPEPSVSWRKDGARLKEEEGRITIRGGKLMMSHTLKSDAGMYVCVASNMAGERESAAAEVMVLERPSFLRRPVNQVVLADAPVTFLCEVKGDPPPRLRWRKEDGELPT.... Result: 0 (no interaction). (3) The miRNA is hsa-miR-548ar-3p with sequence UAAAACUGCAGUUAUUUUUGC. The protein sequence of the target gene is MSVRVARVAWVRGLGASYRRGASSFPVPPPGAQGVAELLRDATGAEEEAPWAATERRMPGQCSVLLFPGQGSQVVGMGRGLLNYPRVRELYAAARRVLGYDLLELSLHGPQETLDRTVHCQPAIFVASLAAVEKLHHLQPSVIENCVAAAGFSVGEFAALVFAGAMEFAEGLYAVKIRAEAMQEASEAVPSGMLSVLGQPQSKFNFACLEAREHCKSLGIENPVCEVSNYLFPDCRVISGHQEALRFLQKNSSKFHFRRTRMLPVSGAFHTRLMEPAVEPLTQALKAVDIKKPLVSVYSN.... Result: 0 (no interaction). (4) The miRNA is hsa-miR-3175 with sequence CGGGGAGAGAACGCAGUGACGU. The protein sequence of the target gene is MAARRITQETFDAVLQEKAKRYHMDASGEAVSETLQFKAQDLLRAVPRSRAEMYDDVHSDGRYSLSGSVAHSRDAGREGLRSDVFPGPSFRSSNPSISDDSYFRKECGRDLEFSHSDSRDQVIGHRKLGHFRSQDWKFALRGSWEQDFGHPVSQESSWSQEYSFGPSAVLGDFGSSRLIEKECLEKESRDYDVDHPGEADSVLRGGSQVQARGRALNIVDQEGSLLGKGETQGLLTAKGGVGKLVTLRNVSTKKIPTVNRITPKTQGTNQIQKNTPSPDVTLGTNPGTEDIQFPIQKIPL.... Result: 0 (no interaction).